From a dataset of Forward reaction prediction with 1.9M reactions from USPTO patents (1976-2016). Predict the product of the given reaction. (1) Given the reactants COC1C=CC(C)=CC=1C(N[C@H]1CCC[C@@H]1NC1C=NC(C(F)(F)F)=CN=1)=O.Cl.[F:30][C:31]([F:46])([F:45])[C:32]1[N:33]=[CH:34][C:35]([NH:38][C@H:39]2[CH2:43][CH2:42][CH2:41][C@@H:40]2[NH2:44])=[N:36][CH:37]=1.[Cl:47][C:48]1[CH:56]=[CH:55][CH:54]=[C:53]([N:57]2[N:61]=[CH:60][CH:59]=[N:58]2)[C:49]=1[C:50](O)=[O:51], predict the reaction product. The product is: [Cl:47][C:48]1[CH:56]=[CH:55][CH:54]=[C:53]([N:57]2[N:61]=[CH:60][CH:59]=[N:58]2)[C:49]=1[C:50]([NH:44][C@H:40]1[CH2:41][CH2:42][CH2:43][C@@H:39]1[NH:38][C:35]1[CH:34]=[N:33][C:32]([C:31]([F:30])([F:45])[F:46])=[CH:37][N:36]=1)=[O:51]. (2) The product is: [NH2:1][C:4]1[CH:5]=[N:6][CH:7]=[C:8]([CH3:23])[C:9]=1[N:10]1[CH2:14][CH2:13][C@H:12]([NH:15][C:16](=[O:22])[O:17][C:18]([CH3:19])([CH3:20])[CH3:21])[CH2:11]1. Given the reactants [N+:1]([C:4]1[CH:5]=[N:6][CH:7]=[C:8]([CH3:23])[C:9]=1[N:10]1[CH2:14][CH2:13][C@H:12]([NH:15][C:16](=[O:22])[O:17][C:18]([CH3:21])([CH3:20])[CH3:19])[CH2:11]1)([O-])=O.CC(O)=O, predict the reaction product. (3) Given the reactants Cl.[NH2:2][C@H:3]([C:7]([O:9][CH3:10])=[O:8])[CH:4]([CH3:6])[CH3:5].[BH3-]C#N.[Na+].[CH:15](=O)[CH2:16][CH2:17][CH2:18][CH2:19][CH:20]=[CH2:21], predict the reaction product. The product is: [CH2:21]([NH:2][C@@H:3]([CH:4]([CH3:6])[CH3:5])[C:7]([O:9][CH3:10])=[O:8])[CH2:20][CH2:19][CH2:18][CH2:17][CH:16]=[CH2:15]. (4) Given the reactants [CH3:1][C:2]1[NH:6][N:5]=[C:4]([NH:7][C:8]2[CH:13]=[C:12]([N:14]3[CH2:17][CH2:16][CH2:15]3)[N:11]=[C:10]([S:18][C:19]3[CH:24]=[CH:23][C:22]([NH:25]C(=O)OC(C)(C)C)=[CH:21][CH:20]=3)[N:9]=2)[CH:3]=1, predict the reaction product. The product is: [NH2:25][C:22]1[CH:23]=[CH:24][C:19]([S:18][C:10]2[N:9]=[C:8]([NH:7][C:4]3[NH:5][N:6]=[C:2]([CH3:1])[CH:3]=3)[CH:13]=[C:12]([N:14]3[CH2:15][CH2:16][CH2:17]3)[N:11]=2)=[CH:20][CH:21]=1. (5) Given the reactants C(N)C1C=CC=CC=1.C(I)CCC.[CH2:14]([NH:21][CH2:22][CH2:23][CH2:24][CH3:25])[C:15]1[CH:20]=[CH:19][CH:18]=[CH:17][CH:16]=1.Cl[C:27]([O:29][CH3:30])=[O:28], predict the reaction product. The product is: [CH2:14]([N:21]([CH2:22][CH2:23][CH2:24][CH3:25])[C:27](=[O:28])[O:29][CH3:30])[C:15]1[CH:20]=[CH:19][CH:18]=[CH:17][CH:16]=1.